From a dataset of Peptide-MHC class II binding affinity with 134,281 pairs from IEDB. Regression. Given a peptide amino acid sequence and an MHC pseudo amino acid sequence, predict their binding affinity value. This is MHC class II binding data. (1) The peptide sequence is MNVSIPHSFTMTLK. The MHC is DRB1_1501 with pseudo-sequence DRB1_1501. The binding affinity (normalized) is 0.253. (2) The peptide sequence is EKKYFAATQFEPLAA. The MHC is DRB1_1201 with pseudo-sequence DRB1_1201. The binding affinity (normalized) is 0.177.